From a dataset of Catalyst prediction with 721,799 reactions and 888 catalyst types from USPTO. Predict which catalyst facilitates the given reaction. (1) Reactant: [CH2:1]([C:8]1[C:9](=[O:16])[NH:10][NH:11][C:12]=1[CH:13]([CH3:15])[CH3:14])[C:2]1[CH:7]=[CH:6][CH:5]=[CH:4][CH:3]=1.[CH:17](O)=[O:18].C(O)(=O)C. Product: [CH2:1]([C:8]1[C:9](=[O:16])[NH:10][N:11]([CH:17]=[O:18])[C:12]=1[CH:13]([CH3:14])[CH3:15])[C:2]1[CH:3]=[CH:4][CH:5]=[CH:6][CH:7]=1. The catalyst class is: 506. (2) Reactant: I[C:2]1[C:10]2[C:5](=[CH:6][C:7]([CH:11]=[O:12])=[CH:8][CH:9]=2)[NH:4]N=1.[CH3:13]CN(CC)CC.[C:20]([C:22]1[CH:30]=[CH:29][C:25]([N:26]([CH3:28])[CH3:27])=[CH:24][CH:23]=1)#[CH:21]. Product: [CH3:27][N:26]([CH3:28])[C:25]1[CH:29]=[CH:30][C:22]([C:20]#[C:21][C:2]2[C:10]3[C:5](=[CH:6][C:7]([CH:11]=[O:12])=[CH:8][CH:9]=3)[NH:4][CH:13]=2)=[CH:23][CH:24]=1. The catalyst class is: 538. (3) Reactant: B.[CH3:2][N:3]1[C:12]2[CH:11]=[CH:10][CH:9]=[C:8]3[C@@H:13]4[CH2:18][N:17]([C:19]([O:21][CH2:22][CH3:23])=[O:20])[CH2:16][CH2:15][C@@H:14]4[N:6]([C:7]=23)[CH2:5][C:4]1=O.Cl. Product: [CH3:2][N:3]1[C:12]2[CH:11]=[CH:10][CH:9]=[C:8]3[C@@H:13]4[CH2:18][N:17]([C:19]([O:21][CH2:22][CH3:23])=[O:20])[CH2:16][CH2:15][C@@H:14]4[N:6]([C:7]=23)[CH2:5][CH2:4]1. The catalyst class is: 7.